This data is from Forward reaction prediction with 1.9M reactions from USPTO patents (1976-2016). The task is: Predict the product of the given reaction. (1) Given the reactants Br[CH:2]([C:13]1[CH:18]=[CH:17][C:16]([O:19][CH3:20])=[CH:15][CH:14]=1)[C:3]([C:5]1[CH:6]=[N:7][C:8]([O:11][CH3:12])=[CH:9][CH:10]=1)=[O:4].CC(C)=[O:23], predict the reaction product. The product is: [OH:23][CH:2]([C:13]1[CH:18]=[CH:17][C:16]([O:19][CH3:20])=[CH:15][CH:14]=1)[C:3]([C:5]1[CH:6]=[N:7][C:8]([O:11][CH3:12])=[CH:9][CH:10]=1)=[O:4]. (2) The product is: [NH2:24][C@H:19]1[C@H:20]([F:23])[CH2:21][O:22][C@H:16]([C:15]2[N:14]([CH3:32])[N:13]=[CH:12][C:11]=2[NH:10][C:8](=[O:9])[C:6]2[CH:5]=[CH:4][C:3]([F:33])=[C:2]([C:39]3[CH:40]=[C:35]([F:34])[CH:36]=[CH:37][C:38]=3[F:41])[N:7]=2)[CH2:17][CH2:18]1. Given the reactants Br[C:2]1[N:7]=[C:6]([C:8]([NH:10][C:11]2[CH:12]=[N:13][N:14]([CH3:32])[C:15]=2[C@H:16]2[O:22][CH2:21][C@@H:20]([F:23])[C@H:19]([NH:24]C(=O)OC(C)(C)C)[CH2:18][CH2:17]2)=[O:9])[CH:5]=[CH:4][C:3]=1[F:33].[F:34][C:35]1[CH:40]=[CH:39][C:38]([F:41])=[CH:37][C:36]=1B(O)O, predict the reaction product.